Predict the reactants needed to synthesize the given product. From a dataset of Full USPTO retrosynthesis dataset with 1.9M reactions from patents (1976-2016). (1) Given the product [NH2:1][C:4]1[C:5]([F:13])=[C:6]([CH:9]=[CH:10][C:11]=1[F:12])[CH2:7][NH2:8], predict the reactants needed to synthesize it. The reactants are: [N+:1]([C:4]1[C:5]([F:13])=[C:6]([CH:9]=[CH:10][C:11]=1[F:12])[C:7]#[N:8])([O-])=O.Cl. (2) Given the product [CH2:1]([N:3]([CH2:4][CH2:5][OH:6])[C:7](=[O:8])[O:9][C:10]([CH3:13])([CH3:12])[CH3:11])[CH3:2], predict the reactants needed to synthesize it. The reactants are: [CH2:1]([NH:3][CH2:4][CH2:5][OH:6])[CH3:2].[C:7](O[C:7]([O:9][C:10]([CH3:13])([CH3:12])[CH3:11])=[O:8])([O:9][C:10]([CH3:13])([CH3:12])[CH3:11])=[O:8]. (3) Given the product [F:21][C:22]([F:27])([F:26])[C:23]([OH:25])=[O:24].[NH2:8][C@@:9]1([C:18]([O:20][CH2:22][CH3:23])=[O:19])[CH2:11][C@@H:10]1[C:12]1[CH:13]=[CH:14][CH:15]=[CH:16][CH:17]=1, predict the reactants needed to synthesize it. The reactants are: C(OC([NH:8][C@@:9]1([C:18]([OH:20])=[O:19])[CH2:11][C@@H:10]1[C:12]1[CH:17]=[CH:16][CH:15]=[CH:14][CH:13]=1)=O)(C)(C)C.[F:21][C:22]([F:27])([F:26])[C:23]([OH:25])=[O:24]. (4) Given the product [C:1]([O:4][CH2:5][C@H:6]([CH2:18][CH:16]([O:17][CH2:11][CH3:12])[O:15][CH2:14][CH3:13])[CH2:20][OH:21])(=[O:3])[CH3:2], predict the reactants needed to synthesize it. The reactants are: [C:1]([O:4][CH:5]=[CH2:6])(=[O:3])[CH3:2].CCCC[CH2:11][CH3:12].[CH3:13][CH2:14][O:15][C:16]([CH3:18])=[O:17].C[C:20]([O-])=[O:21]. (5) Given the product [CH2:1]([O:3][C:4]([C:6]1[C:7]([Br:17])=[C:8]2[N:13]([CH:14]=1)[CH:12]=[C:11]([CH2:15][OH:16])[CH:10]=[CH:9]2)=[O:5])[CH3:2], predict the reactants needed to synthesize it. The reactants are: [CH2:1]([O:3][C:4]([C:6]1[CH:7]=[C:8]2[N:13]([CH:14]=1)[CH:12]=[C:11]([CH2:15][OH:16])[CH:10]=[CH:9]2)=[O:5])[CH3:2].[Br:17]Br. (6) Given the product [CH3:1][O:2][C:3]([C:5]1[CH:10]([C:11]2[CH:16]=[CH:15][C:14]([C:17]#[N:18])=[CH:13][C:12]=2[CH2:19][Br:37])[N:9]2[C:21](=[O:24])[NH:22][N:23]=[C:8]2[N:7]([C:25]2[CH:30]=[CH:29][CH:28]=[C:27]([C:31]([F:34])([F:33])[F:32])[CH:26]=2)[C:6]=1[CH3:35])=[O:4], predict the reactants needed to synthesize it. The reactants are: [CH3:1][O:2][C:3]([C:5]1[CH:10]([C:11]2[CH:16]=[CH:15][C:14]([C:17]#[N:18])=[CH:13][C:12]=2[CH2:19]O)[N:9]2[C:21](=[O:24])[NH:22][N:23]=[C:8]2[N:7]([C:25]2[CH:30]=[CH:29][CH:28]=[C:27]([C:31]([F:34])([F:33])[F:32])[CH:26]=2)[C:6]=1[CH3:35])=[O:4].C(Br)(Br)(Br)[Br:37].C1(P(C2C=CC=CC=2)C2C=CC=CC=2)C=CC=CC=1. (7) Given the product [Cl:51][C:52]1[CH:57]=[CH:56][CH:55]=[CH:54][C:53]=1[C:58]([C:59]1[CH:64]=[CH:63][CH:62]=[CH:61][CH:60]=1)=[O:65], predict the reactants needed to synthesize it. The reactants are: [N-](S(C(F)(F)F)(=O)=O)S(C(F)(F)F)(=O)=O.[N-](S(C(F)(F)F)(=O)=O)S(C(F)(F)F)(=O)=O.C([N+]1C=CN(C)C=1)CCC.C([N+]1C=CN(C)C=1)CCC.[Cl:51][C:52]1[CH:57]=[CH:56][CH:55]=[CH:54][CH:53]=1.[C:58](Cl)(=[O:65])[C:59]1[CH:64]=[CH:63][CH:62]=[CH:61][CH:60]=1. (8) The reactants are: Br[C:2]1[CH:7]=[CH:6][CH:5]=[CH:4][N:3]=1.[NH2:8][C:9]1[CH:14]=[C:13]([OH:15])[C:12]([CH3:16])=[CH:11][CH:10]=1. Given the product [CH3:16][C:12]1[CH:11]=[CH:10][C:9]([NH:8][C:2]2[CH:7]=[CH:6][CH:5]=[CH:4][N:3]=2)=[CH:14][C:13]=1[OH:15], predict the reactants needed to synthesize it.